From a dataset of Catalyst prediction with 721,799 reactions and 888 catalyst types from USPTO. Predict which catalyst facilitates the given reaction. Reactant: C(=O)([O-])[O-].[K+].[K+].[CH2:7]([N:14]1[CH:18]=[C:17]([C:19]2[C:27]3[C:22](=[N:23][CH:24]=[C:25]([C:28]4[CH:29]=[N:30][N:31]([CH3:33])[CH:32]=4)[CH:26]=3)[N:21](C(OC(C)(C)C)=O)[CH:20]=2)[N:16]=[N:15]1)[C:8]1[CH:13]=[CH:12][CH:11]=[CH:10][CH:9]=1. Product: [CH2:7]([N:14]1[CH:18]=[C:17]([C:19]2[C:27]3[C:22](=[N:23][CH:24]=[C:25]([C:28]4[CH:29]=[N:30][N:31]([CH3:33])[CH:32]=4)[CH:26]=3)[NH:21][CH:20]=2)[N:16]=[N:15]1)[C:8]1[CH:13]=[CH:12][CH:11]=[CH:10][CH:9]=1. The catalyst class is: 5.